From a dataset of Peptide-MHC class I binding affinity with 185,985 pairs from IEDB/IMGT. Regression. Given a peptide amino acid sequence and an MHC pseudo amino acid sequence, predict their binding affinity value. This is MHC class I binding data. (1) The peptide sequence is LIQEIVHEV. The MHC is HLA-A02:01 with pseudo-sequence HLA-A02:01. The binding affinity (normalized) is 0.678. (2) The peptide sequence is LLLGLMILL. The MHC is HLA-A02:17 with pseudo-sequence HLA-A02:17. The binding affinity (normalized) is 0.565.